This data is from Catalyst prediction with 721,799 reactions and 888 catalyst types from USPTO. The task is: Predict which catalyst facilitates the given reaction. (1) Reactant: [NH2:1][CH2:2][CH2:3][C@@H:4]([C:6]1[CH:11]=[CH:10][C:9]([C:12]([F:15])([F:14])[F:13])=[C:8]([F:16])[CH:7]=1)[OH:5].C1COCC1.O.C1COCC1.[CH3:28][C:29]([O:32][C:33](O[C:33]([O:32][C:29]([CH3:31])([CH3:30])[CH3:28])=[O:34])=[O:34])([CH3:31])[CH3:30]. Product: [F:16][C:8]1[CH:7]=[C:6]([C@@H:4]([OH:5])[CH2:3][CH2:2][NH:1][C:33](=[O:34])[O:32][C:29]([CH3:31])([CH3:30])[CH3:28])[CH:11]=[CH:10][C:9]=1[C:12]([F:13])([F:14])[F:15]. The catalyst class is: 6. (2) Reactant: [Cl:1][C:2]1[CH:7]=[CH:6][C:5]([NH:8][C:9]2[C:10](=[O:34])[C:11](=[O:33])[C:12]=2[NH:13][CH2:14][CH2:15][NH:16][C:17]2[CH:22]=[C:21]([N:23]3[CH2:27][CH2:26][CH2:25][CH2:24]3)[N:20]=[C:19]([N:28]3[CH2:32][CH2:31][CH2:30][CH2:29]3)[N:18]=2)=[CH:4][CH:3]=1.Cl.CCOCC. Product: [ClH:1].[Cl:1][C:2]1[CH:3]=[CH:4][C:5]([NH:8][C:9]2[C:10](=[O:34])[C:11](=[O:33])[C:12]=2[NH:13][CH2:14][CH2:15][NH:16][C:17]2[CH:22]=[C:21]([N:23]3[CH2:24][CH2:25][CH2:26][CH2:27]3)[N:20]=[C:19]([N:28]3[CH2:32][CH2:31][CH2:30][CH2:29]3)[N:18]=2)=[CH:6][CH:7]=1. The catalyst class is: 21. (3) Reactant: [F:1][C:2]1[CH:7]=[C:6]([N+:8]([O-])=O)[C:5]([O:11][CH3:12])=[CH:4][C:3]=1[CH2:13][CH2:14][N:15]1[CH2:20][CH2:19][O:18][CH2:17][CH2:16]1. Product: [F:1][C:2]1[C:3]([CH2:13][CH2:14][N:15]2[CH2:16][CH2:17][O:18][CH2:19][CH2:20]2)=[CH:4][C:5]([O:11][CH3:12])=[C:6]([CH:7]=1)[NH2:8]. The catalyst class is: 25. (4) Reactant: Br[C:2]1[CH:7]=[CH:6][C:5]([C@@H:8]([N:10]2[CH2:15][CH2:14][C@@:13]([CH2:22][CH2:23][OH:24])([C:16]3[CH:21]=[CH:20][CH:19]=[CH:18][CH:17]=3)[CH2:12][C:11]2=[O:25])[CH3:9])=[CH:4][CH:3]=1.[F:26][C:27]1[CH:32]=[CH:31][C:30](B(O)O)=[CH:29][CH:28]=1.C([O-])([O-])=O.[Cs+].[Cs+]. Product: [F:26][C:27]1[CH:32]=[CH:31][C:30]([C:2]2[CH:7]=[CH:6][C:5]([C@@H:8]([N:10]3[CH2:15][CH2:14][C@@:13]([CH2:22][CH2:23][OH:24])([C:16]4[CH:17]=[CH:18][CH:19]=[CH:20][CH:21]=4)[CH2:12][C:11]3=[O:25])[CH3:9])=[CH:4][CH:3]=2)=[CH:29][CH:28]=1. The catalyst class is: 184.